From a dataset of Forward reaction prediction with 1.9M reactions from USPTO patents (1976-2016). Predict the product of the given reaction. (1) Given the reactants [OH:1][C:2]1[CH:17]=[CH:16][C:5]2[CH2:6][CH:7]([C:11]([O:13][CH2:14][CH3:15])=[O:12])[CH2:8][CH2:9][O:10][C:4]=2[CH:3]=1.[O:18]([C:25]1[CH:26]=[C:27]([CH:30]=[CH:31][CH:32]=1)[CH2:28]O)[C:19]1[CH:24]=[CH:23][CH:22]=[CH:21][CH:20]=1.C(P(CCCC)CCCC)CCC.N(C(N1CCCCC1)=O)=NC(N1CCCCC1)=O, predict the reaction product. The product is: [O:18]([C:25]1[CH:26]=[C:27]([CH:30]=[CH:31][CH:32]=1)[CH2:28][O:1][C:2]1[CH:17]=[CH:16][C:5]2[CH2:6][CH:7]([C:11]([O:13][CH2:14][CH3:15])=[O:12])[CH2:8][CH2:9][O:10][C:4]=2[CH:3]=1)[C:19]1[CH:20]=[CH:21][CH:22]=[CH:23][CH:24]=1. (2) Given the reactants [Br:1][C:2]1[CH:27]=[CH:26][C:5]([CH2:6][C@@:7]23[CH2:24][C@@H:23]([OH:25])[CH2:22][N:8]2[C:9](=[O:21])[N:10]([C:13]2[CH:18]=[C:17]([Cl:19])[CH:16]=[C:15]([Cl:20])[CH:14]=2)[C:11]3=[O:12])=[CH:4][CH:3]=1.CC(OI1(OC(C)=O)(OC(C)=O)OC(=O)C2C1=CC=CC=2)=O, predict the reaction product. The product is: [Br:1][C:2]1[CH:3]=[CH:4][C:5]([CH2:6][C@@:7]23[CH2:24][C:23](=[O:25])[CH2:22][N:8]2[C:9](=[O:21])[N:10]([C:13]2[CH:14]=[C:15]([Cl:20])[CH:16]=[C:17]([Cl:19])[CH:18]=2)[C:11]3=[O:12])=[CH:26][CH:27]=1.